From a dataset of Full USPTO retrosynthesis dataset with 1.9M reactions from patents (1976-2016). Predict the reactants needed to synthesize the given product. (1) Given the product [ClH:2].[Cl:2][CH2:3][CH2:4][N:5]([C:6]1[CH:11]=[CH:10][C:9]([NH:12][C:19]([Cl:20])=[O:18])=[CH:8][CH:7]=1)[CH2:13][CH2:14][Cl:15], predict the reactants needed to synthesize it. The reactants are: Cl.[Cl:2][CH2:3][CH2:4][N:5]([CH2:13][CH2:14][Cl:15])[C:6]1[CH:11]=[CH:10][C:9]([NH2:12])=[CH:8][CH:7]=1.O=C(Cl)[O:18][C:19](Cl)(Cl)[Cl:20]. (2) Given the product [CH:6]1[C:7]([C:1]([OH:4])=[O:3])=[CH:8][C:9]2[C:28]([O:30][C:12]3([C:13]4[CH:14]=[CH:15][C:16]([OH:17])=[CH:18][C:19]=4[O:20][C:21]4[CH:26]=[C:25]([OH:27])[CH:24]=[CH:23][C:22]3=4)[C:10]=2[CH:11]=1)=[O:29].[CH2:6]1[C:34](=[O:35])[N:32]([O:4][CH:1]=[O:2])[C:33](=[O:40])[CH2:11]1, predict the reactants needed to synthesize it. The reactants are: [C:1]([O-:4])([OH:3])=[O:2].[Na+].[CH:6]1[CH:7]=[CH:8][C:9]([C:28]([OH:30])=[O:29])=[C:10]([C:12]2[C:22]3[CH:23]=[CH:24][C:25]([OH:27])=[CH:26][C:21]=3[O:20][C:19]3[C:13]=2[CH:14]=[CH:15][C:16]([CH:18]=3)=[O:17])[CH:11]=1.C[N:32]([CH:34]=[O:35])[CH3:33].CN(C=[O:40])C. (3) The reactants are: Br[C:2]1[N:3]=[CH:4][C:5]2[N:11]=[C:10]([Br:12])[CH:9]=[CH:8][C:6]=2[N:7]=1.[O:13]1CCC[CH2:14]1.[Na]. Given the product [Br:12][C:10]1[CH:9]=[CH:8][C:6]2[N:7]=[C:2]([O:13][CH3:14])[N:3]=[CH:4][C:5]=2[N:11]=1, predict the reactants needed to synthesize it. (4) Given the product [Br:1][C:2]1[C:11]2[C:10]([CH3:13])([CH3:12])[CH2:9][CH:8]=[C:7]([CH:14]([CH3:16])[CH3:15])[C:6]=2[CH:5]=[C:4](/[C:17](/[CH:22]([CH3:24])[CH3:23])=[C:18](/[F:21])\[CH:19]=[O:20])[C:3]=1[O:25][CH2:26][CH3:27], predict the reactants needed to synthesize it. The reactants are: [Br:1][C:2]1[C:11]2[C:10]([CH3:13])([CH3:12])[CH2:9][CH:8]=[C:7]([CH:14]([CH3:16])[CH3:15])[C:6]=2[CH:5]=[C:4](/[C:17](/[CH:22]([CH3:24])[CH3:23])=[C:18](/[F:21])\[CH2:19][OH:20])[C:3]=1[O:25][CH2:26][CH3:27].C[N+]1([O-])CCOCC1.ClCCl. (5) Given the product [CH3:29][N:27]1[CH:28]=[C:24]([C:21]2[N:20]=[C:19]3[N:15]([CH2:14][C@@H:10]4[CH2:9][N:8]([C:5]5[N:4]=[CH:3][C:2]([C:38]6[CH:53]=[CH:52][C:41]([CH2:42][N:43]7[CH2:48][CH2:47][N:46]([C:49](=[O:51])[CH3:50])[CH2:45][CH2:44]7)=[CH:40][CH:39]=6)=[CH:7][N:6]=5)[CH2:13][CH2:12][O:11]4)[N:16]=[N:17][C:18]3=[N:23][CH:22]=2)[CH:25]=[N:26]1, predict the reactants needed to synthesize it. The reactants are: Br[C:2]1[CH:3]=[N:4][C:5]([N:8]2[CH2:13][CH2:12][O:11][C@H:10]([CH2:14][N:15]3[C:19]4=[N:20][C:21]([C:24]5[CH:25]=[N:26][N:27]([CH3:29])[CH:28]=5)=[CH:22][N:23]=[C:18]4[N:17]=[N:16]3)[CH2:9]2)=[N:6][CH:7]=1.CC1(C)C(C)(C)OB([C:38]2[CH:53]=[CH:52][C:41]([CH2:42][N:43]3[CH2:48][CH2:47][N:46]([C:49](=[O:51])[CH3:50])[CH2:45][CH2:44]3)=[CH:40][CH:39]=2)O1.C([O-])([O-])=O.[K+].[K+]. (6) Given the product [Cl:1][C:2]1[CH:10]=[CH:9][C:5]([C:6]([NH:15][CH:12]2[CH2:14][CH2:13]2)=[O:8])=[CH:4][C:3]=1[I:11], predict the reactants needed to synthesize it. The reactants are: [Cl:1][C:2]1[CH:10]=[CH:9][C:5]([C:6]([OH:8])=O)=[CH:4][C:3]=1[I:11].[CH:12]1([NH2:15])[CH2:14][CH2:13]1.CCN(C(C)C)C(C)C. (7) Given the product [C:8]([O:12][C:13]([NH:14][NH:15][CH2:6][C:2]1[S:1][CH:5]=[CH:4][N:3]=1)=[O:16])([CH3:11])([CH3:10])[CH3:9], predict the reactants needed to synthesize it. The reactants are: [S:1]1[CH:5]=[CH:4][N:3]=[C:2]1[CH:6]=O.[C:8]([O:12][C:13](=[O:16])[NH:14][NH2:15])([CH3:11])([CH3:10])[CH3:9].C(O)(=O)C.C([BH3-])#N.[Na+].